This data is from Forward reaction prediction with 1.9M reactions from USPTO patents (1976-2016). The task is: Predict the product of the given reaction. (1) Given the reactants [F:1][C:2]([F:22])([F:21])[O:3][C:4]1[CH:9]=[CH:8][C:7]([S:10]([N:13]2[CH2:18][CH2:17][CH:16]([CH:19]=O)[CH2:15][CH2:14]2)(=[O:12])=[O:11])=[CH:6][CH:5]=1.C(OP([CH:31]([O:37][CH3:38])[C:32]([O:34][CH2:35][CH3:36])=[O:33])(OCC)=O)C.CN1CCCN(C)C1=O.[H-].[Na+], predict the reaction product. The product is: [CH3:38][O:37]/[C:31](=[CH:19]\[CH:16]1[CH2:15][CH2:14][N:13]([S:10]([C:7]2[CH:6]=[CH:5][C:4]([O:3][C:2]([F:22])([F:21])[F:1])=[CH:9][CH:8]=2)(=[O:11])=[O:12])[CH2:18][CH2:17]1)/[C:32]([O:34][CH2:35][CH3:36])=[O:33].[CH3:38][O:37]/[C:31](=[CH:19]/[CH:16]1[CH2:15][CH2:14][N:13]([S:10]([C:7]2[CH:6]=[CH:5][C:4]([O:3][C:2]([F:22])([F:21])[F:1])=[CH:9][CH:8]=2)(=[O:11])=[O:12])[CH2:18][CH2:17]1)/[C:32]([O:34][CH2:35][CH3:36])=[O:33]. (2) Given the reactants [CH3:1][CH2:2][O:3][Si:4]([O:11][CH2:12][CH3:13])([O:8][CH2:9][CH3:10])[O:5][CH2:6][CH3:7].[CH3:14][CH2:15][O:16][Si:17]([O:25][CH2:26][CH3:27])([O:22][CH2:23][CH3:24])[CH2:18][CH2:19][CH2:20][NH2:21], predict the reaction product. The product is: [CH3:7][CH2:6][O:5][Si:4]([O:3][CH2:2][CH3:1])([O:8][CH2:9][CH3:10])[O:11][CH2:12][CH3:13].[CH3:24][CH2:23][O:22][Si:17]([O:25][CH2:26][CH3:27])([O:16][CH2:15][CH3:14])[CH2:18][CH2:19][CH2:20][NH2:21]. (3) Given the reactants C[Si]([C:5]#[C:6][C:7]1[CH:8]=[N:9][CH:10]=[C:11]([CH:14]=1)[C:12]#[N:13])(C)C.[F-].C([N+](CCCC)(CCCC)CCCC)CCC, predict the reaction product. The product is: [C:6]([C:7]1[CH:8]=[N:9][CH:10]=[C:11]([CH:14]=1)[C:12]#[N:13])#[CH:5].